This data is from Forward reaction prediction with 1.9M reactions from USPTO patents (1976-2016). The task is: Predict the product of the given reaction. (1) The product is: [C:1]([O:5][C:6]([NH:8][CH2:9][C:10]1[CH:11]=[CH:12][C:13]([N:16]2[C:22]3[CH:23]=[CH:24][CH:25]=[CH:26][C:21]=3[N:20]([CH2:27][C:28]([O:30][CH3:31])=[O:29])[C:19](=[O:32])[CH:18]([CH2:33][C:34]([OH:36])=[O:35])[C:17]2=[O:44])=[CH:14][CH:15]=1)=[O:7])([CH3:4])([CH3:2])[CH3:3]. Given the reactants [C:1]([O:5][C:6]([NH:8][CH2:9][C:10]1[CH:15]=[CH:14][C:13]([N:16]2[C:22]3[CH:23]=[CH:24][CH:25]=[CH:26][C:21]=3[N:20]([CH2:27][C:28]([O:30][CH3:31])=[O:29])[C:19](=[O:32])[CH:18]([CH2:33][C:34]([O:36]CC3C=CC=CC=3)=[O:35])[C:17]2=[O:44])=[CH:12][CH:11]=1)=[O:7])([CH3:4])([CH3:3])[CH3:2], predict the reaction product. (2) Given the reactants [C:1]([O:4][CH2:5][C@@H:6]1[C@@H:11]([O:12][C:13](=[O:15])[CH3:14])[CH:10]=[CH:9][C@@H:8]([C:16]2[CH:21]=[CH:20][C:19]([NH:22]C(OC(C)(C)C)=O)=[CH:18][CH:17]=2)[O:7]1)(=[O:3])[CH3:2].C(O)(C(F)(F)F)=O, predict the reaction product. The product is: [C:1]([O:4][CH2:5][C@@H:6]1[C@@H:11]([O:12][C:13](=[O:15])[CH3:14])[CH:10]=[CH:9][C@@H:8]([C:16]2[CH:21]=[CH:20][C:19]([NH2:22])=[CH:18][CH:17]=2)[O:7]1)(=[O:3])[CH3:2]. (3) Given the reactants [CH2:1]([O:3][C:4]1[CH:5]=[C:6]([C:13]([O:21]C)(OC)[CH2:14][CH2:15][C:16]([O-:18])=O)[CH:7]=[CH:8][C:9]=1[O:10][CH2:11][CH3:12])[CH3:2].[K+].ClC1C=C(Cl)C=C(Cl)C=1C(Cl)=O.[C:36]1([C:42]2[CH:47]=[C:46]([C:48]3[CH:53]=[CH:52][CH:51]=[CH:50][CH:49]=3)[N:45]=[C:44]([NH2:54])[CH:43]=2)[CH:41]=[CH:40][CH:39]=[CH:38][CH:37]=1.Cl, predict the reaction product. The product is: [CH2:1]([O:3][C:4]1[CH:5]=[C:6]([C:13](=[O:21])[CH2:14][CH2:15][C:16]([NH:54][C:44]2[CH:43]=[C:42]([C:36]3[CH:41]=[CH:40][CH:39]=[CH:38][CH:37]=3)[CH:47]=[C:46]([C:48]3[CH:49]=[CH:50][CH:51]=[CH:52][CH:53]=3)[N:45]=2)=[O:18])[CH:7]=[CH:8][C:9]=1[O:10][CH2:11][CH3:12])[CH3:2]. (4) Given the reactants [C:1]([O:5][C:6]([N:8]1[CH2:12][CH:11]([S:13][C:14]2[CH:19]=[CH:18][C:17]([OH:20])=[CH:16][CH:15]=2)[CH:10]([OH:21])[CH2:9]1)=[O:7])([CH3:4])([CH3:3])[CH3:2].C([O-])([O-])=O.[K+].[K+].[CH2:28](Br)[C:29]1[CH:34]=[CH:33][CH:32]=[CH:31][CH:30]=1, predict the reaction product. The product is: [C:1]([O:5][C:6]([N:8]1[CH2:9][CH:10]([OH:21])[CH:11]([S:13][C:14]2[CH:15]=[CH:16][C:17]([O:20][CH2:28][C:29]3[CH:34]=[CH:33][CH:32]=[CH:31][CH:30]=3)=[CH:18][CH:19]=2)[CH2:12]1)=[O:7])([CH3:4])([CH3:2])[CH3:3].